Binary Classification. Given a drug SMILES string, predict its activity (active/inactive) in a high-throughput screening assay against a specified biological target. From a dataset of HIV replication inhibition screening data with 41,000+ compounds from the AIDS Antiviral Screen. The drug is CCN(CC)CCCNc1c2cc(OC)ccc2nc2cccc([N+](=O)[O-])c12. The result is 0 (inactive).